From a dataset of Forward reaction prediction with 1.9M reactions from USPTO patents (1976-2016). Predict the product of the given reaction. (1) Given the reactants [CH3:1][N:2]([CH2:4][C:5]1[CH:10]=[CH:9][C:8](I)=[CH:7][CH:6]=1)[CH3:3].[CH3:12][Si:13]([C:16]#[CH:17])([CH3:15])[CH3:14].C(N(CC)CC)C, predict the reaction product. The product is: [CH3:1][N:2]([CH3:3])[CH2:4][C:5]1[CH:10]=[CH:9][C:8]([C:17]#[C:16][Si:13]([CH3:15])([CH3:14])[CH3:12])=[CH:7][CH:6]=1. (2) Given the reactants C(OC(=O)[NH:7][C@H:8]([CH2:28][C:29]1[CH:34]=[CH:33][CH:32]=[CH:31][CH:30]=1)[CH2:9][NH:10][C@H:11]1[C@H:20]([O:21][CH3:22])[CH2:19][C:18]2[C:13](=[CH:14][C:15]([C:23](=[O:25])[NH2:24])=[CH:16][CH:17]=2)[C:12]1([CH3:27])[CH3:26])(C)(C)C.Cl.O1CCOCC1, predict the reaction product. The product is: [NH2:7][C@H:8]([CH2:28][C:29]1[CH:30]=[CH:31][CH:32]=[CH:33][CH:34]=1)[CH2:9][NH:10][C@@H:11]1[C:12]([CH3:27])([CH3:26])[C:13]2[CH:14]=[C:15]([C:23]([NH2:24])=[O:25])[CH:16]=[CH:17][C:18]=2[CH2:19][C@H:20]1[O:21][CH3:22].